From a dataset of Catalyst prediction with 721,799 reactions and 888 catalyst types from USPTO. Predict which catalyst facilitates the given reaction. (1) Reactant: [Cl:1][C:2]1[CH:3]=[C:4]([C:8]2[C:17]3[C:12](=[CH:13][CH:14]=[C:15]([C:18]([C:20]4[CH:24]=[CH:23][O:22][CH:21]=4)=[O:19])[CH:16]=3)[NH:11][C:10](=[O:25])[CH:9]=2)[CH:5]=[CH:6][CH:7]=1.[H-].[Na+].I[CH3:29].O. Product: [Cl:1][C:2]1[CH:3]=[C:4]([C:8]2[C:17]3[C:12](=[CH:13][CH:14]=[C:15]([C:18]([C:20]4[CH:24]=[CH:23][O:22][CH:21]=4)=[O:19])[CH:16]=3)[N:11]([CH3:29])[C:10](=[O:25])[CH:9]=2)[CH:5]=[CH:6][CH:7]=1. The catalyst class is: 3. (2) Reactant: CC([Si](C(C)C)(C(C)C)[O:5][C:6]1[C:11]2[C:12]([CH3:16])([CH3:15])[CH2:13][O:14][C:10]=2[C:9]([CH3:17])=[CH:8][CH:7]=1)C.CCCC[N+](CCCC)(CCCC)CCCC.[F-]. Product: [CH3:15][C:12]1([CH3:16])[C:11]2=[C:6]([OH:5])[CH:7]=[CH:8][C:9]([CH3:17])=[C:10]2[O:14][CH2:13]1. The catalyst class is: 1.